This data is from TCR-epitope binding with 47,182 pairs between 192 epitopes and 23,139 TCRs. The task is: Binary Classification. Given a T-cell receptor sequence (or CDR3 region) and an epitope sequence, predict whether binding occurs between them. (1) The epitope is LLWNGPMAV. The TCR CDR3 sequence is CASSLRGADNEQFF. Result: 1 (the TCR binds to the epitope). (2) The epitope is AMFWSVPTV. The TCR CDR3 sequence is CASNPVSLSPDTQYF. Result: 0 (the TCR does not bind to the epitope). (3) The epitope is VLWAHGFEL. The TCR CDR3 sequence is CASSLGSGGVNEQFF. Result: 1 (the TCR binds to the epitope). (4) The epitope is TLIGDCATV. The TCR CDR3 sequence is CASRTSGSFYEQYF. Result: 1 (the TCR binds to the epitope). (5) Result: 0 (the TCR does not bind to the epitope). The epitope is LLSAGIFGA. The TCR CDR3 sequence is CASSPMNTEAFF.